From a dataset of TCR-epitope binding with 47,182 pairs between 192 epitopes and 23,139 TCRs. Binary Classification. Given a T-cell receptor sequence (or CDR3 region) and an epitope sequence, predict whether binding occurs between them. (1) The epitope is HTTDPSFLGRY. The TCR CDR3 sequence is CASSRDKDSPLHF. Result: 1 (the TCR binds to the epitope). (2) The epitope is TFYLTNDVSFL. The TCR CDR3 sequence is CASSQDAHTNYGYTF. Result: 0 (the TCR does not bind to the epitope). (3) The epitope is TLIGDCATV. The TCR CDR3 sequence is CAISLDRVYEQYF. Result: 1 (the TCR binds to the epitope). (4) The epitope is NYSGVVTTVMF. The TCR CDR3 sequence is CASSQEWGYEQYF. Result: 0 (the TCR does not bind to the epitope). (5) The epitope is LLWNGPMAV. Result: 1 (the TCR binds to the epitope). The TCR CDR3 sequence is CASSVAGGAYEQYF. (6) The epitope is FPRPWLHGL. Result: 0 (the TCR does not bind to the epitope). The TCR CDR3 sequence is CASSLTYGDSYNEQFF.